Dataset: Catalyst prediction with 721,799 reactions and 888 catalyst types from USPTO. Task: Predict which catalyst facilitates the given reaction. (1) Reactant: [CH3:1][CH2:2][CH2:3][CH2:4][CH2:5][CH3:6].[O-][CH2:8][CH3:9].[CH2:10]([Al+]CC)[CH3:11]. Product: [CH2:3]1[CH:2]2[CH:1]3[CH:9]=[CH:8][CH:11]([CH:6]2[CH:5]=[CH:4]1)[CH2:10]3. The catalyst class is: 11. (2) Reactant: [CH3:1][O:2][C:3]1[CH:4]=[C:5]([CH:10]=[CH:11][C:12]=1[N+:13]([O-:15])=[O:14])[C:6](OC)=[O:7].O.[NH2:17][NH2:18]. Product: [CH3:1][O:2][C:3]1[CH:4]=[C:5]([CH:10]=[CH:11][C:12]=1[N+:13]([O-:15])=[O:14])[C:6]([NH:17][NH2:18])=[O:7]. The catalyst class is: 14. (3) Reactant: [F:1][C:2]1[CH:7]=[CH:6][C:5]([F:8])=[CH:4][C:3]=1[C@H:9]1[CH2:13][CH2:12][CH2:11][N:10]1[C:14]1[CH:19]=[CH:18][N:17]2[N:20]=[CH:21][C:22]([C:23](O)=O)=[C:16]2[N:15]=1.[NH:26]([C:28](=[S:30])[NH2:29])[NH2:27].O=P(Cl)(Cl)Cl. Product: [F:1][C:2]1[CH:7]=[CH:6][C:5]([F:8])=[CH:4][C:3]=1[C@H:9]1[CH2:13][CH2:12][CH2:11][N:10]1[C:14]1[CH:19]=[CH:18][N:17]2[N:20]=[CH:21][C:22]([C:23]3[S:30][C:28]([NH2:29])=[N:26][N:27]=3)=[C:16]2[N:15]=1. The catalyst class is: 6. (4) Reactant: [F:1][C:2]([F:35])([F:34])[C:3]1[CH:4]=[C:5]([CH:31]=[CH:32][CH:33]=1)[CH2:6][N:7]1[C:15]2[C:10](=[CH:11][CH:12]=[CH:13][C:14]=2[C:16]([NH:18][C@H:19]([C:21]2[CH:30]=[CH:29][C:24]([C:25]([O:27]C)=[O:26])=[CH:23][CH:22]=2)[CH3:20])=[O:17])[CH:9]=[CH:8]1.[OH-].[Na+]. The catalyst class is: 36. Product: [F:34][C:2]([F:1])([F:35])[C:3]1[CH:4]=[C:5]([CH:31]=[CH:32][CH:33]=1)[CH2:6][N:7]1[C:15]2[C:10](=[CH:11][CH:12]=[CH:13][C:14]=2[C:16]([NH:18][C@H:19]([C:21]2[CH:30]=[CH:29][C:24]([C:25]([OH:27])=[O:26])=[CH:23][CH:22]=2)[CH3:20])=[O:17])[CH:9]=[CH:8]1.